Task: Predict the reactants needed to synthesize the given product.. Dataset: Full USPTO retrosynthesis dataset with 1.9M reactions from patents (1976-2016) (1) Given the product [CH3:25][C:20]1[CH:19]=[C:18]([N:5]([CH2:6][CH2:7][C:8]2[CH:13]=[CH:12][C:11]([C:14]([F:17])([F:16])[F:15])=[CH:10][CH:9]=2)[C:3](=[O:4])[CH2:2][N:30]2[CH:31]=[N:32][C:33]3[C:29]2=[N:28][CH:27]=[N:26][CH:34]=3)[CH:23]=[CH:22][C:21]=1[CH3:24], predict the reactants needed to synthesize it. The reactants are: Br[CH2:2][C:3]([N:5]([C:18]1[CH:23]=[CH:22][C:21]([CH3:24])=[C:20]([CH3:25])[CH:19]=1)[CH2:6][CH2:7][C:8]1[CH:13]=[CH:12][C:11]([C:14]([F:17])([F:16])[F:15])=[CH:10][CH:9]=1)=[O:4].[N:26]1[CH:34]=[C:33]2[C:29]([N:30]=[CH:31][NH:32]2)=[N:28][CH:27]=1. (2) Given the product [Cl:32][C:29]1[CH:28]=[CH:27][C:26]([N:11]2[C:12](=[O:25])[C:13]3[CH:18]=[N:17][N:16]([C:19]4[CH:20]=[CH:21][CH:22]=[CH:23][CH:24]=4)[C:14]=3[N:15]=[C:10]2[C:7]2[CH:6]=[CH:5][C:4]([C:3]3[O:33][N:41]=[C:39]([CH3:40])[N:38]=3)=[CH:9][CH:8]=2)=[CH:31][CH:30]=1, predict the reactants needed to synthesize it. The reactants are: CO[C:3](=[O:33])[C:4]1[CH:9]=[CH:8][C:7]([C:10]2[N:11]([C:26]3[CH:31]=[CH:30][C:29]([Cl:32])=[CH:28][CH:27]=3)[C:12](=[O:25])[C:13]3[CH:18]=[N:17][N:16]([C:19]4[CH:24]=[CH:23][CH:22]=[CH:21][CH:20]=4)[C:14]=3[N:15]=2)=[CH:6][CH:5]=1.[OH-].[Na+].Cl.O[NH:38][C:39](=[NH:41])[CH3:40].CCN(CC)CC. (3) Given the product [CH3:1][C:2]1[CH:7]=[C:6]([CH3:8])[CH:5]=[CH:4][C:3]=1[S:9][C:10]1[CH:15]=[CH:14][CH:13]=[CH:12][C:11]=1[NH2:16], predict the reactants needed to synthesize it. The reactants are: [CH3:1][C:2]1[CH:7]=[C:6]([CH3:8])[CH:5]=[CH:4][C:3]=1[S:9][C:10]1[CH:15]=[CH:14][CH:13]=[CH:12][C:11]=1[N+:16]([O-])=O. (4) Given the product [I-:21].[CH3:1][O:2][C:3]1[CH:8]=[CH:7][C:6]([C:9]2[CH:10]=[N+:11]([CH2:18][CH2:19][CH3:20])[CH:12]=[CH:13][CH:14]=2)=[CH:5][C:4]=1[N+:15]([O-:17])=[O:16], predict the reactants needed to synthesize it. The reactants are: [CH3:1][O:2][C:3]1[CH:8]=[CH:7][C:6]([C:9]2[CH:10]=[N:11][CH:12]=[CH:13][CH:14]=2)=[CH:5][C:4]=1[N+:15]([O-:17])=[O:16].[CH2:18]([I:21])[CH2:19][CH3:20].